Dataset: Reaction yield outcomes from USPTO patents with 853,638 reactions. Task: Predict the reaction yield, written as a fraction of the theoretical maximum amount of product (1.0 means a 100% yield; for example, 0.34 means a 34% yield). The reactants are [Br:1][C:2]1[CH:3]=[C:4]2[C:9](=[CH:10][C:11]=1[Cl:12])[N:8]=[CH:7][N:6]=[C:5]2[C:13]1(C(OC)=O)[CH2:18][CH2:17][N:16]([C:19]([O:21][C:22]([CH3:25])([CH3:24])[CH3:23])=[O:20])[CH2:15][CH2:14]1.[Li+].[Cl-].O. The yield is 0.330. The product is [Br:1][C:2]1[CH:3]=[C:4]2[C:9](=[CH:10][C:11]=1[Cl:12])[N:8]=[CH:7][N:6]=[C:5]2[CH:13]1[CH2:14][CH2:15][N:16]([C:19]([O:21][C:22]([CH3:25])([CH3:24])[CH3:23])=[O:20])[CH2:17][CH2:18]1. The catalyst is CS(C)=O.